From a dataset of Catalyst prediction with 721,799 reactions and 888 catalyst types from USPTO. Predict which catalyst facilitates the given reaction. (1) Reactant: [CH3:1][O:2][C:3]1[CH:4]=[C:5]([CH:9]=[CH:10][CH2:11][CH2:12][CH2:13][CH2:14][CH2:15][O:16][C:17]2[CH:22]=[CH:21][CH:20]=[CH:19][CH:18]=2)[CH:6]=[CH:7][CH:8]=1. Product: [CH3:1][O:2][C:3]1[CH:4]=[C:5]([CH2:9][CH2:10][CH2:11][CH2:12][CH2:13][CH2:14][CH2:15][O:16][C:17]2[CH:18]=[CH:19][CH:20]=[CH:21][CH:22]=2)[CH:6]=[CH:7][CH:8]=1. The catalyst class is: 350. (2) Reactant: CC1C=CC(S(O[C@@H:12]2[CH2:25][C:24]3[C@@:15]([CH3:38])([C@@H:16]4[C@@H:21]([CH2:22][CH:23]=3)[C@@H:20]3[CH2:26][CH2:27][C@H:28]([C@@H:29]([CH2:31][CH2:32][CH2:33][CH:34]([CH3:36])[CH3:35])[CH3:30])[C@@:19]3([CH3:37])[CH2:18][CH2:17]4)[CH2:14][CH2:13]2)(=O)=O)=CC=1.[CH2:39]([OH:50])[CH2:40][CH2:41][CH2:42][CH2:43][CH2:44][CH2:45][CH2:46][CH2:47][CH2:48][OH:49]. Product: [CH3:36][CH:34]([CH2:33][CH2:32][CH2:31][C@H:29]([C@@H:28]1[C@:19]2([CH3:37])[C@H:20]([C@H:21]3[C@H:16]([CH2:17][CH2:18]2)[C@:15]2([CH3:38])[C:24]([CH2:25][C@@H:12]([O:50][CH2:39][CH2:40][CH2:41][CH2:42][CH2:43][CH2:44][CH2:45][CH2:46][CH2:47][CH2:48][OH:49])[CH2:13][CH2:14]2)=[CH:23][CH2:22]3)[CH2:26][CH2:27]1)[CH3:30])[CH3:35]. The catalyst class is: 12. (3) Reactant: OC1C=CC2C(=O)C3C4C(=CC(C#N)=CC=4)NC=3C(C)(C)C=2C=1.ClCCN(CC)CC.C(=O)([O-])[O-].[Cs+].[Cs+].C(N(CC)[CH2:41][CH2:42][O:43][C:44]1[CH:45]=[CH:46][C:47]2[C:59](=[O:60])[C:58]3[C:57]4[C:52](=[CH:53][C:54]([C:61]#[N:62])=[CH:55][CH:56]=4)[NH:51][C:50]=3[C:49]([CH3:64])([CH3:63])[C:48]=2[CH:65]=1)C.[C:68]([NH2:72])([CH3:71])([CH3:70])[CH3:69]. Product: [C:68]([NH:72][CH2:41][CH2:42][O:43][C:44]1[CH:45]=[CH:46][C:47]2[C:59](=[O:60])[C:58]3[C:57]4[C:52](=[CH:53][C:54]([C:61]#[N:62])=[CH:55][CH:56]=4)[NH:51][C:50]=3[C:49]([CH3:64])([CH3:63])[C:48]=2[CH:65]=1)([CH3:71])([CH3:70])[CH3:69]. The catalyst class is: 395. (4) Product: [CH3:1][O:2][CH2:3][CH2:4][CH2:5][CH2:6][N:7]1[C:15]2[C:10](=[CH:11][CH:12]=[CH:13][CH:14]=2)[CH:9]=[C:8]1[C:16]([N:18]([CH2:36][CH:37]([CH3:39])[CH3:38])[C@@H:19]1[CH2:24][NH:23][CH2:22][C@H:21]([C:32]([O:34][CH3:35])=[O:33])[CH2:20]1)=[O:17]. Reactant: [CH3:1][O:2][CH2:3][CH2:4][CH2:5][CH2:6][N:7]1[C:15]2[C:10](=[CH:11][CH:12]=[CH:13][CH:14]=2)[CH:9]=[C:8]1[C:16]([N:18]([CH2:36][CH:37]([CH3:39])[CH3:38])[C@@H:19]1[CH2:24][N:23](C(OC(C)(C)C)=O)[CH2:22][C@H:21]([C:32]([O:34][CH3:35])=[O:33])[CH2:20]1)=[O:17].C(OCC)(=O)C.Cl. The catalyst class is: 5. (5) Reactant: [CH3:1][C:2]1[C:7]([CH:8]([CH2:14][CH2:15][CH3:16])[C:9]([O:11]CC)=[O:10])=[C:6]([C:17]2[CH:22]=[CH:21][C:20]([CH3:23])=[CH:19][CH:18]=2)[N:5]2[N:24]=[CH:25][C:26]([C:27]3[CH:32]=[CH:31][CH:30]=[CH:29][CH:28]=3)=[C:4]2[N:3]=1.[OH-].[Na+]. Product: [CH3:1][C:2]1[C:7]([CH:8]([CH2:14][CH2:15][CH3:16])[C:9]([OH:11])=[O:10])=[C:6]([C:17]2[CH:22]=[CH:21][C:20]([CH3:23])=[CH:19][CH:18]=2)[N:5]2[N:24]=[CH:25][C:26]([C:27]3[CH:28]=[CH:29][CH:30]=[CH:31][CH:32]=3)=[C:4]2[N:3]=1. The catalyst class is: 8. (6) Reactant: [C:1]1(=[O:11])[O:6][C:4](=O)[C:3]2=[CH:7][CH:8]=[CH:9][CH:10]=[C:2]12.[NH2:12][C:13]1[N:18]=[CH:17][C:16](/[CH:19]=[CH:20]/[C:21]([N:23]([CH3:35])[CH2:24][C:25]2[N:26]([CH3:34])[C:27]3[C:32]([CH:33]=2)=[CH:31][CH:30]=[CH:29][CH:28]=3)=[O:22])=[CH:15][CH:14]=1.C(=O)(O)[O-].[Na+]. Product: [O:11]=[C:1]1[C:2]2[C:3](=[CH:7][CH:8]=[CH:9][CH:10]=2)[C:4](=[O:6])[N:12]1[C:13]1[N:18]=[CH:17][C:16](/[CH:19]=[CH:20]/[C:21]([N:23]([CH3:35])[CH2:24][C:25]2[N:26]([CH3:34])[C:27]3[C:32]([CH:33]=2)=[CH:31][CH:30]=[CH:29][CH:28]=3)=[O:22])=[CH:15][CH:14]=1. The catalyst class is: 1. (7) Reactant: C([N:8]1[CH2:13][CH2:12][CH:11]([OH:14])[CH2:10][CH2:9]1)(OC(C)(C)C)=O.[C:15]([C:17]1[CH:22]=[CH:21][CH:20]=[CH:19][C:18]=1O)#[N:16].C1(P(C2C=CC=CC=2)C2C=CC=CC=2)C=CC=CC=1.N(C(OC(C)(C)C)=O)=NC(OC(C)(C)C)=O. Product: [NH:8]1[CH2:9][CH2:10][CH:11]([O:14][C:18]2[CH:19]=[CH:20][CH:21]=[CH:22][C:17]=2[C:15]#[N:16])[CH2:12][CH2:13]1. The catalyst class is: 7.